This data is from Forward reaction prediction with 1.9M reactions from USPTO patents (1976-2016). The task is: Predict the product of the given reaction. (1) Given the reactants Cl[CH2:2][CH2:3][CH2:4][C:5]#[CH:6].[Li]CCCC.[NH2:12][C:13]1[C:18]([O:19][Si:20]([C:23]([CH3:26])([CH3:25])[CH3:24])([CH3:22])[CH3:21])=[CH:17][C:16]([Cl:27])=[CH:15][C:14]=1[C:28](=[O:33])[C:29]([F:32])([F:31])[F:30], predict the reaction product. The product is: [NH2:12][C:13]1[C:18]([O:19][Si:20]([C:23]([CH3:26])([CH3:24])[CH3:25])([CH3:21])[CH3:22])=[CH:17][C:16]([Cl:27])=[CH:15][C:14]=1[C:28]([OH:33])([C:2]#[C:3][CH:4]1[CH2:6][CH2:5]1)[C:29]([F:32])([F:31])[F:30]. (2) Given the reactants [CH3:1][N:2]1[C:6]([CH3:7])=CC(CO)=[N:3]1.P(Br)(Br)[Br:11].C(=O)([O-])[O-].[Na+].[Na+].O1[CH2:24][CH2:23][CH2:22][CH2:21]1, predict the reaction product. The product is: [Br:11][CH2:21][CH2:22][C:23]1[CH:24]=[C:6]([CH3:7])[N:2]([CH3:1])[N:3]=1.